This data is from NCI-60 drug combinations with 297,098 pairs across 59 cell lines. The task is: Regression. Given two drug SMILES strings and cell line genomic features, predict the synergy score measuring deviation from expected non-interaction effect. (1) Drug 1: C1CC(C1)(C(=O)O)C(=O)O.[NH2-].[NH2-].[Pt+2]. Drug 2: CN(C(=O)NC(C=O)C(C(C(CO)O)O)O)N=O. Cell line: RXF 393. Synergy scores: CSS=-0.440, Synergy_ZIP=-0.439, Synergy_Bliss=-2.44, Synergy_Loewe=-6.52, Synergy_HSA=-3.18. (2) Drug 1: CS(=O)(=O)C1=CC(=C(C=C1)C(=O)NC2=CC(=C(C=C2)Cl)C3=CC=CC=N3)Cl. Drug 2: CC=C1C(=O)NC(C(=O)OC2CC(=O)NC(C(=O)NC(CSSCCC=C2)C(=O)N1)C(C)C)C(C)C. Cell line: HOP-92. Synergy scores: CSS=19.5, Synergy_ZIP=-2.87, Synergy_Bliss=-5.45, Synergy_Loewe=-24.8, Synergy_HSA=-5.19. (3) Drug 1: C1=CN(C(=O)N=C1N)C2C(C(C(O2)CO)O)O.Cl. Drug 2: CCC1(CC2CC(C3=C(CCN(C2)C1)C4=CC=CC=C4N3)(C5=C(C=C6C(=C5)C78CCN9C7C(C=CC9)(C(C(C8N6C)(C(=O)OC)O)OC(=O)C)CC)OC)C(=O)OC)O.OS(=O)(=O)O. Cell line: SK-MEL-28. Synergy scores: CSS=41.6, Synergy_ZIP=-1.21, Synergy_Bliss=-4.44, Synergy_Loewe=-7.43, Synergy_HSA=-6.09. (4) Drug 1: CC1=C(C=C(C=C1)NC2=NC=CC(=N2)N(C)C3=CC4=NN(C(=C4C=C3)C)C)S(=O)(=O)N.Cl. Drug 2: CC1=C(C(=CC=C1)Cl)NC(=O)C2=CN=C(S2)NC3=CC(=NC(=N3)C)N4CCN(CC4)CCO. Cell line: KM12. Synergy scores: CSS=7.32, Synergy_ZIP=2.71, Synergy_Bliss=5.71, Synergy_Loewe=5.51, Synergy_HSA=5.46. (5) Drug 1: CC1CCC2CC(C(=CC=CC=CC(CC(C(=O)C(C(C(=CC(C(=O)CC(OC(=O)C3CCCCN3C(=O)C(=O)C1(O2)O)C(C)CC4CCC(C(C4)OC)O)C)C)O)OC)C)C)C)OC. Drug 2: C1CC(=O)NC(=O)C1N2C(=O)C3=CC=CC=C3C2=O. Cell line: HOP-62. Synergy scores: CSS=15.1, Synergy_ZIP=1.98, Synergy_Bliss=-0.0616, Synergy_Loewe=-72.6, Synergy_HSA=-2.08. (6) Drug 1: CN1CCC(CC1)COC2=C(C=C3C(=C2)N=CN=C3NC4=C(C=C(C=C4)Br)F)OC. Drug 2: C1=CN(C(=O)N=C1N)C2C(C(C(O2)CO)O)O.Cl. Cell line: HCT-15. Synergy scores: CSS=14.4, Synergy_ZIP=-7.72, Synergy_Bliss=-1.88, Synergy_Loewe=-13.2, Synergy_HSA=-0.205.